Task: Predict which catalyst facilitates the given reaction.. Dataset: Catalyst prediction with 721,799 reactions and 888 catalyst types from USPTO (1) The catalyst class is: 2. Product: [CH3:9][C@@H:8]1[NH:7][CH:13]([CH3:14])[CH2:12][NH:11][C:10]1=[O:16]. Reactant: C(OC(=O)[NH:7][C@H:8]([C:10](=[O:16])[NH:11][CH2:12][C:13](=O)[CH3:14])[CH3:9])(C)(C)C.FC(F)(F)C(O)=O. (2) Reactant: [Cl:1][C:2]1[N:10]=[C:9]2[C:5]([NH:6][CH:7]=[N:8]2)=[C:4](Cl)[N:3]=1.C(OCC)(=O)C.[O:18]1[CH:23]=[CH:22][CH2:21][CH2:20][CH2:19]1.[CH:24]1([NH2:27])[CH2:26][CH2:25]1. Product: [Cl:1][C:2]1[N:10]=[C:9]2[C:5]([N:6]=[CH:7][N:8]2[CH:23]2[CH2:22][CH2:21][CH2:20][CH2:19][O:18]2)=[C:4]([NH:27][CH:24]2[CH2:26][CH2:25]2)[N:3]=1. The catalyst class is: 66. (3) Reactant: [NH2:1][C@@H:2]1[CH2:8][CH2:7][CH2:6][N:5]([C:9]2[N:13]([CH3:14])[N:12]=[CH:11][C:10]=2[NH:15][C:16]([C:18]2[N:19]=[C:20]([C:31]3[C:36]([F:37])=[CH:35][CH:34]=[CH:33][C:32]=3[F:38])[S:21][C:22]=2[NH:23][C:24](=[O:30])[O:25][C:26]([CH3:29])([CH3:28])[CH3:27])=[O:17])[CH2:4][CH2:3]1.FC(F)(F)S(O[CH2:45][C:46]([F:49])([F:48])[F:47])(=O)=O.C(N(CC)C(C)C)(C)C. Product: [F:38][C:32]1[CH:33]=[CH:34][CH:35]=[C:36]([F:37])[C:31]=1[C:20]1[S:21][C:22]([NH:23][C:24](=[O:30])[O:25][C:26]([CH3:29])([CH3:28])[CH3:27])=[C:18]([C:16](=[O:17])[NH:15][C:10]2[CH:11]=[N:12][N:13]([CH3:14])[C:9]=2[N:5]2[CH2:6][CH2:7][CH2:8][C@@H:2]([NH:1][CH2:45][C:46]([F:49])([F:48])[F:47])[CH2:3][CH2:4]2)[N:19]=1. The catalyst class is: 59. (4) Reactant: C([N:8]1[CH2:12][C@H:11]2[C:13]3[CH:14]=[CH:15][CH:16]=[C:17]([C:21]([F:24])([F:23])[F:22])[C:18]=3[CH2:19][O:20][C@H:10]2[CH2:9]1)C1C=CC=CC=1.ClC(OC(Cl)C)=O.CO. Product: [F:24][C:21]([F:22])([F:23])[C:17]1[C:18]2[CH2:19][O:20][C@@H:10]3[C@H:11]([C:13]=2[CH:14]=[CH:15][CH:16]=1)[CH2:12][NH:8][CH2:9]3. The catalyst class is: 11. (5) Product: [CH3:1][N:2]1[C:11]2[C:6](=[CH:7][CH:8]=[CH:9][CH:10]=2)[CH:5]=[C:4]([CH2:12][N:13]([CH2:14][C:15]2([N:22]3[CH2:23][CH2:24][N:25]([CH3:28])[CH2:26][CH2:27]3)[CH2:21][CH2:20][CH:19]=[CH:18][O:17][CH2:16]2)[C:36]([CH:30]2[CH2:35][CH2:34][CH2:33][CH2:32][CH2:31]2)=[O:37])[C:3]1=[O:29]. Reactant: [CH3:1][N:2]1[C:11]2[C:6](=[CH:7][CH:8]=[CH:9][CH:10]=2)[CH:5]=[C:4]([CH2:12][NH:13][CH2:14][C:15]2([N:22]3[CH2:27][CH2:26][N:25]([CH3:28])[CH2:24][CH2:23]3)[CH2:21][CH2:20][CH:19]=[CH:18][O:17][CH2:16]2)[C:3]1=[O:29].[CH:30]1([C:36](Cl)=[O:37])[CH2:35][CH2:34][CH2:33][CH2:32][CH2:31]1. The catalyst class is: 2. (6) The catalyst class is: 35. Product: [C:1]([O:4][CH2:5][C:6]([CH3:36])([CH3:35])[CH2:7][N:8]1[C:14]2[CH:15]=[CH:16][C:17]([Cl:19])=[CH:18][C:13]=2[C@@H:12]([C:20]2[CH:25]=[CH:24][CH:23]=[C:22]([O:26][CH3:27])[C:21]=2[O:28][CH3:29])[O:11][C@H:10]([CH2:30][C:31]([NH:53][C:54]2[CH:55]=[CH:56][C:57]3[O:61][C:60]([C:62]([O:64][CH2:65][CH3:66])=[O:63])=[C:59]([CH3:67])[C:58]=3[CH:68]=2)=[O:32])[C:9]1=[O:34])(=[O:3])[CH3:2]. Reactant: [C:1]([O:4][CH2:5][C:6]([CH3:36])([CH3:35])[CH2:7][N:8]1[C:14]2[CH:15]=[CH:16][C:17]([Cl:19])=[CH:18][C:13]=2[C@@H:12]([C:20]2[CH:25]=[CH:24][CH:23]=[C:22]([O:26][CH3:27])[C:21]=2[O:28][CH3:29])[O:11][C@H:10]([CH2:30][C:31](O)=[O:32])[C:9]1=[O:34])(=[O:3])[CH3:2].C(N(CC)CC)C.ClC(OCC(C)C)=O.Cl.[NH2:53][C:54]1[CH:55]=[CH:56][C:57]2[O:61][C:60]([C:62]([O:64][CH2:65][CH3:66])=[O:63])=[C:59]([CH3:67])[C:58]=2[CH:68]=1.N1C=CC=CC=1. (7) Product: [CH:22]1([C:11]2[CH:10]=[CH:9][C:6]([CH:7]=[O:8])=[CH:5][C:4]=2[O:3][CH2:1][CH3:2])[CH2:17][CH2:16]1. Reactant: [CH2:1]([O:3][C:4]1[CH:5]=[C:6]([CH:9]=[CH:10][C:11]=1I)[CH:7]=[O:8])[CH3:2].C(O[C:16](=O)[C:17]1[CH:22]=CC(I)=C(OCC)C=1)C.CC(C[AlH]CC(C)C)C. The catalyst class is: 697. (8) Reactant: [O:1]=[C:2]1[O:13][CH2:12][C@@H:11]2[CH2:14][CH2:15][CH2:16][N:10]2[C:9](=[O:17])[CH2:8][CH2:7][CH:6]=[CH:5][CH2:4][C@H:3]1[CH2:18][C:19]([O:21]C(C)(C)C)=O.FC(F)(F)C(O)=O.O=C1OC[C@@H]2CCCN2C(=O)CCC=CC[C@H]1CC(O)=O.[Cl:54][C:55]1[CH:60]=[CH:59][C:58]([CH2:61][NH2:62])=[CH:57][CH:56]=1. Product: [Cl:54][C:55]1[CH:60]=[CH:59][C:58]([CH2:61][NH:62][C:19](=[O:21])[CH2:18][C@H:3]2[C:2](=[O:1])[O:13][CH2:12][C@@H:11]3[CH2:14][CH2:15][CH2:16][N:10]3[C:9](=[O:17])[CH2:8][CH2:7][CH:6]=[CH:5][CH2:4]2)=[CH:57][CH:56]=1. The catalyst class is: 512.